This data is from Forward reaction prediction with 1.9M reactions from USPTO patents (1976-2016). The task is: Predict the product of the given reaction. (1) Given the reactants Cl[C:2]([O:4][C:5]1[CH:10]=[CH:9][C:8]([N+:11]([O-:13])=[O:12])=[CH:7][CH:6]=1)=[O:3].[CH2:14]([O:21][P:22]([O:32][CH2:33][CH2:34][OH:35])([O:24][CH2:25][C:26]1[CH:31]=[CH:30][CH:29]=[CH:28][CH:27]=1)=[O:23])[C:15]1[CH:20]=[CH:19][CH:18]=[CH:17][CH:16]=1.C(N(CC)CC)C, predict the reaction product. The product is: [C:2](=[O:3])([O:4][C:5]1[CH:6]=[CH:7][C:8]([N+:11]([O-:13])=[O:12])=[CH:9][CH:10]=1)[O:35][CH2:34][CH2:33][O:32][P:22]([O:21][CH2:14][C:15]1[CH:20]=[CH:19][CH:18]=[CH:17][CH:16]=1)([O:24][CH2:25][C:26]1[CH:31]=[CH:30][CH:29]=[CH:28][CH:27]=1)=[O:23]. (2) Given the reactants [C:1]([C:5]1[CH:10]=[CH:9][C:8]([S:11]([N:14]([CH2:24][C:25](O)=[O:26])[C:15]2[CH:20]=[CH:19][CH:18]=[CH:17][C:16]=2[C:21](=[O:23])[NH2:22])(=[O:13])=[O:12])=[CH:7][CH:6]=1)([CH3:4])([CH3:3])[CH3:2].[CH2:28]([NH:35][CH2:36][CH3:37])[C:29]1[CH:34]=[CH:33][CH:32]=[CH:31][CH:30]=1, predict the reaction product. The product is: [CH2:28]([N:35]([CH2:36][CH3:37])[C:25]([CH2:24][N:14]([S:11]([C:8]1[CH:9]=[CH:10][C:5]([C:1]([CH3:4])([CH3:2])[CH3:3])=[CH:6][CH:7]=1)(=[O:13])=[O:12])[C:15]1[CH:20]=[CH:19][CH:18]=[CH:17][C:16]=1[C:21]([NH2:22])=[O:23])=[O:26])[C:29]1[CH:34]=[CH:33][CH:32]=[CH:31][CH:30]=1. (3) Given the reactants [CH3:1][O:2][C:3]1[CH:16]=[CH:15][C:6]([CH2:7][NH:8][C:9]2[CH:14]=[CH:13][N:12]=[CH:11][N:10]=2)=[CH:5][CH:4]=1.[Li+].C[Si]([N-][Si](C)(C)C)(C)C.[Br:27][C:28]1[CH:37]=[CH:36][CH:35]=[C:34]2[C:29]=1[CH:30]=[CH:31][C:32]([S:38](Cl)(=[O:40])=[O:39])=[CH:33]2, predict the reaction product. The product is: [Br:27][C:28]1[CH:37]=[CH:36][CH:35]=[C:34]2[C:29]=1[CH:30]=[CH:31][C:32]([S:38]([N:8]([CH2:7][C:6]1[CH:5]=[CH:4][C:3]([O:2][CH3:1])=[CH:16][CH:15]=1)[C:9]1[CH:14]=[CH:13][N:12]=[CH:11][N:10]=1)(=[O:39])=[O:40])=[CH:33]2. (4) The product is: [CH2:1]([O:3][C:4]([C:6]1[S:15][C:14]2[C:13]3[CH:16]=[C:17]([O:20][CH2:25][C:26]4[CH:31]=[CH:30][CH:29]=[CH:28][CH:27]=4)[CH:18]=[CH:19][C:12]=3[O:11][C:10]3[CH:21]=[CH:22][CH:23]=[CH:24][C:9]=3[C:8]=2[CH:7]=1)=[O:5])[CH3:2]. Given the reactants [CH2:1]([O:3][C:4]([C:6]1[S:15][C:14]2[C:13]3[CH:16]=[C:17]([OH:20])[CH:18]=[CH:19][C:12]=3[O:11][C:10]3[CH:21]=[CH:22][CH:23]=[CH:24][C:9]=3[C:8]=2[CH:7]=1)=[O:5])[CH3:2].[CH2:25](Cl)[C:26]1[CH:31]=[CH:30][CH:29]=[CH:28][CH:27]=1, predict the reaction product.